This data is from Peptide-MHC class II binding affinity with 134,281 pairs from IEDB. The task is: Regression. Given a peptide amino acid sequence and an MHC pseudo amino acid sequence, predict their binding affinity value. This is MHC class II binding data. The peptide sequence is GGNFAGGGFGMLLRK. The MHC is DRB1_1302 with pseudo-sequence DRB1_1302. The binding affinity (normalized) is 0.0711.